Dataset: Forward reaction prediction with 1.9M reactions from USPTO patents (1976-2016). Task: Predict the product of the given reaction. Given the reactants C([O:3][C:4](=[O:30])[CH2:5][CH:6]1[O:10][B:9]([OH:11])[C:8]2[CH:12]=[C:13]([O:16][C:17]3[CH:22]=[CH:21][CH:20]=[C:19]([CH2:23][N:24]4[CH2:29][CH2:28][O:27][CH2:26][CH2:25]4)[CH:18]=3)[CH:14]=[CH:15][C:7]1=2)C.[Li+].[OH-].[ClH:33], predict the reaction product. The product is: [ClH:33].[OH:11][B:9]1[C:8]2[CH:12]=[C:13]([O:16][C:17]3[CH:22]=[CH:21][CH:20]=[C:19]([CH2:23][N:24]4[CH2:29][CH2:28][O:27][CH2:26][CH2:25]4)[CH:18]=3)[CH:14]=[CH:15][C:7]=2[CH:6]([CH2:5][C:4]([OH:30])=[O:3])[O:10]1.